This data is from Forward reaction prediction with 1.9M reactions from USPTO patents (1976-2016). The task is: Predict the product of the given reaction. The product is: [Cl:1][C:2]1[CH:3]=[C:4]2[C:9](=[CH:10][C:11]=1[S:24][CH2:22][CH3:23])[O:8][CH:7]([C:13]([F:16])([F:15])[F:14])[C:6]([C:17]([O:19][CH2:20][CH3:21])=[O:18])=[CH:5]2. Given the reactants [Cl:1][C:2]1[CH:3]=[C:4]2[C:9](=[CH:10][C:11]=1F)[O:8][CH:7]([C:13]([F:16])([F:15])[F:14])[C:6]([C:17]([O:19][CH2:20][CH3:21])=[O:18])=[CH:5]2.[CH2:22]([SH:24])[CH3:23].C([O-])([O-])=O.[K+].[K+], predict the reaction product.